This data is from Forward reaction prediction with 1.9M reactions from USPTO patents (1976-2016). The task is: Predict the product of the given reaction. Given the reactants C(N(CC)CC)C.I[C:9]1[CH:14]=[CH:13][C:12]([C:15]#[C:16][CH2:17][CH2:18][N:19]2[C:27](=[O:28])[C:26]3[C:21](=[CH:22][CH:23]=[CH:24][CH:25]=3)[C:20]2=[O:29])=[CH:11][CH:10]=1.[CH2:30]([O:37][C:38](=[O:44])[NH:39][CH2:40][CH2:41][C:42]#[CH:43])[C:31]1[CH:36]=[CH:35][CH:34]=[CH:33][CH:32]=1, predict the reaction product. The product is: [CH2:30]([O:37][C:38](=[O:44])[NH:39][CH2:40][CH2:41][C:42]#[C:43][C:9]1[CH:14]=[CH:13][C:12]([C:15]#[C:16][CH2:17][CH2:18][N:19]2[C:27](=[O:28])[C:26]3[C:21](=[CH:22][CH:23]=[CH:24][CH:25]=3)[C:20]2=[O:29])=[CH:11][CH:10]=1)[C:31]1[CH:36]=[CH:35][CH:34]=[CH:33][CH:32]=1.